This data is from Full USPTO retrosynthesis dataset with 1.9M reactions from patents (1976-2016). The task is: Predict the reactants needed to synthesize the given product. (1) Given the product [NH2:21][CH2:20][C@@H:19]([C:28]([OH:30])=[O:29])[NH:18][C:16]([O:15][CH2:14][CH:12]1[C:11]2[CH:10]=[CH:9][CH:8]=[CH:7][C:6]=2[C:5]2[C:13]1=[CH:1][CH:2]=[CH:3][CH:4]=2)=[O:17], predict the reactants needed to synthesize it. The reactants are: [CH:1]1[C:13]2[CH:12]([CH2:14][O:15][C:16]([NH:18][C@H:19]([C:28]([OH:30])=[O:29])[CH2:20][NH:21]C(OCC=C)=O)=[O:17])[C:11]3[C:6](=[CH:7][CH:8]=[CH:9][CH:10]=3)[C:5]=2[CH:4]=[CH:3][CH:2]=1.C1([SiH3])C=CC=CC=1. (2) Given the product [CH3:16][O:15][C:12]1[CH:13]=[CH:14][C:9]([O:8][C:5]2[N:4]=[CH:3][C:2]([C:17]3[CH:22]=[CH:21][CH:20]=[CH:19][CH:18]=3)=[CH:7][N:6]=2)=[CH:10][CH:11]=1, predict the reactants needed to synthesize it. The reactants are: Br[C:2]1[CH:3]=[N:4][C:5]([O:8][C:9]2[CH:14]=[CH:13][C:12]([O:15][CH3:16])=[CH:11][CH:10]=2)=[N:6][CH:7]=1.[C:17]1(C)[CH:22]=[CH:21][CH:20]=[CH:19][CH:18]=1.P.C([O-])([O-])=O.[Cs+].[Cs+]. (3) Given the product [CH3:2][C:3]1[C:4]([CH3:9])([CH3:5])[C:27]2[C:22](=[CH:23][CH:24]=[C:25]([S:28]([OH:31])(=[O:30])=[O:29])[CH:26]=2)[N:20]=1.[CH3:14][CH2:15][O:13][CH2:10][CH3:11], predict the reactants needed to synthesize it. The reactants are: N1[C:9]2[C:4](=[CH:5]C=CC=2)[CH:3]=[CH:2]1.[C:10]([OH:13])(=O)[CH3:11].[CH3:14][CH:15](C)C(=O)C.[NH:20]([C:22]1[CH:27]=[CH:26][C:25]([S:28]([OH:31])(=[O:30])=[O:29])=[CH:24][CH:23]=1)N. (4) Given the product [Cl:30][C:31]1[CH:32]=[C:33]([CH:53]=[CH:54][C:55]=1[F:56])[NH:34][C:35]1[C:44]2[C:39](=[CH:40][C:41]([O:52][CH2:57][CH2:23][OH:22])=[CH:42][C:43]=2[O:45][CH2:46][C@H:47]2[CH2:51][CH2:50][CH2:49][N:48]2[C:1](=[O:5])[CH2:2][OH:3])[N:38]=[CH:37][N:36]=1, predict the reactants needed to synthesize it. The reactants are: [C:1]([OH:5])(=O)[CH2:2][OH:3].F[P-](F)(F)(F)(F)F.N1([O:22][C:23](N(C)C)=[N+](C)C)C2N=CC=CC=2N=N1.[Cl:30][C:31]1[CH:32]=[C:33]([CH:53]=[CH:54][C:55]=1[F:56])[NH:34][C:35]1[C:44]2[C:39](=[CH:40][C:41]([OH:52])=[CH:42][C:43]=2[O:45][CH2:46][C@H:47]2[CH2:51][CH2:50][CH2:49][NH:48]2)[N:38]=[CH:37][N:36]=1.[CH:57](N(CC)C(C)C)(C)C. (5) Given the product [C:10]1([CH2:9][O:8][CH2:7][CH2:6][CH2:5][CH2:4][CH2:3][CH2:2][N:30]2[C:26](=[O:36])[C:27]3[C:28](=[CH:32][CH:33]=[CH:34][CH:35]=3)[C:29]2=[O:31])[C:23]2[C:24]3=[C:25]4[C:20](=[CH:21][CH:22]=2)[CH:19]=[CH:18][CH:17]=[C:16]4[CH:15]=[CH:14][C:13]3=[CH:12][CH:11]=1, predict the reactants needed to synthesize it. The reactants are: Br[CH2:2][CH2:3][CH2:4][CH2:5][CH2:6][CH2:7][O:8][CH2:9][C:10]1[C:23]2[C:24]3=[C:25]4[C:20](=[CH:21][CH:22]=2)[CH:19]=[CH:18][CH:17]=[C:16]4[CH:15]=[CH:14][C:13]3=[CH:12][CH:11]=1.[C:26]1(=[O:36])[NH:30][C:29](=[O:31])[C:28]2=[CH:32][CH:33]=[CH:34][CH:35]=[C:27]12.C(=O)([O-])[O-].[K+].[K+]. (6) Given the product [CH:37]1([C:2]2[N:7]=[C:6]([CH2:8][NH:9][C:10]([C@H:12]3[N:16]([C:17]([O:19][C:20]([CH3:23])([CH3:22])[CH3:21])=[O:18])[C@@H:15]([CH3:24])[C@H:14]([F:25])[CH2:13]3)=[O:11])[CH:5]=[C:4]([C:26]3[CH:27]=[N:28][C:29]([C:32]([F:35])([F:34])[F:33])=[N:30][CH:31]=3)[C:3]=2[F:36])[CH2:39][CH2:38]1, predict the reactants needed to synthesize it. The reactants are: Br[C:2]1[N:7]=[C:6]([CH2:8][NH:9][C:10]([C@H:12]2[N:16]([C:17]([O:19][C:20]([CH3:23])([CH3:22])[CH3:21])=[O:18])[C@@H:15]([CH3:24])[C@H:14]([F:25])[CH2:13]2)=[O:11])[CH:5]=[C:4]([C:26]2[CH:27]=[N:28][C:29]([C:32]([F:35])([F:34])[F:33])=[N:30][CH:31]=2)[C:3]=1[F:36].[CH:37]1(B(O)O)[CH2:39][CH2:38]1.COC1C=CC=C(OC)C=1C1C=CC=CC=1P(C1CCCCC1)C1CCCCC1.[O-]P([O-])([O-])=O.[K+].[K+].[K+].